From a dataset of P-glycoprotein inhibition data for predicting drug efflux from Broccatelli et al.. Regression/Classification. Given a drug SMILES string, predict its absorption, distribution, metabolism, or excretion properties. Task type varies by dataset: regression for continuous measurements (e.g., permeability, clearance, half-life) or binary classification for categorical outcomes (e.g., BBB penetration, CYP inhibition). Dataset: pgp_broccatelli. The compound is CC(=O)OCC(CCn1cnc2cnc(N)nc21)COC(C)=O. The result is 0 (non-inhibitor).